The task is: Predict the reactants needed to synthesize the given product.. This data is from Full USPTO retrosynthesis dataset with 1.9M reactions from patents (1976-2016). (1) Given the product [N:1]1[CH:6]=[CH:5][C:4]([C:7]2[O:8][C:11]3[CH:12]=[CH:13][CH:14]=[CH:15][C:10]=3[N:9]=2)=[CH:3][CH:2]=1, predict the reactants needed to synthesize it. The reactants are: [N:1]1[CH:6]=[CH:5][C:4]([CH:7]=[O:8])=[CH:3][CH:2]=1.[NH2:9][C:10]1[CH:15]=[CH:14][CH:13]=[CH:12][C:11]=1O. (2) Given the product [S:25]([O:23][CH2:22][CH2:21][O:20][CH2:19][CH2:18][O:17][CH2:16][CH2:15][O:14][CH2:13][CH2:12][NH:11][C:9]([O:8][CH2:1][C:2]1[CH:3]=[CH:4][CH:5]=[CH:6][CH:7]=1)=[O:10])(=[O:27])(=[O:26])[CH3:24], predict the reactants needed to synthesize it. The reactants are: [CH2:1]([O:8][C:9]([NH:11][CH2:12][CH2:13][O:14][CH2:15][CH2:16][O:17][CH2:18][CH2:19][O:20][CH2:21][CH2:22][OH:23])=[O:10])[C:2]1[CH:7]=[CH:6][CH:5]=[CH:4][CH:3]=1.[CH3:24][S:25](Cl)(=[O:27])=[O:26]. (3) The reactants are: C([C:8]1[CH:9]=[C:10]([CH:15]=[CH:16][C:17]=1[I:18])[C:11]([O:13]C)=O)C1C=CC=CC=1.[BH4-].[Li+].[Cl-].[NH4+]. Given the product [CH2:11]([O:13][C:8]1[CH:9]=[C:10]([CH:15]=[CH:16][C:17]=1[I:18])[CH2:11][OH:13])[C:10]1[CH:15]=[CH:16][CH:17]=[CH:8][CH:9]=1, predict the reactants needed to synthesize it. (4) Given the product [O:38]1[CH2:42][CH2:41][O:40][CH:39]1[CH2:43][N:44]([CH3:45])[C:21]1[N:20]=[C:19]([O:18][C:11]2[C:12]3[C:17](=[CH:16][CH:15]=[CH:14][CH:13]=3)[C:8]([NH:7][C:5](=[O:6])[C:4]3[CH:29]=[C:30]([N:32]4[CH2:37][CH2:36][CH2:35][CH2:34][CH2:33]4)[CH:31]=[C:2]([F:1])[CH:3]=3)=[CH:9][CH:10]=2)[CH:24]=[CH:23][N:22]=1, predict the reactants needed to synthesize it. The reactants are: [F:1][C:2]1[CH:3]=[C:4]([CH:29]=[C:30]([N:32]2[CH2:37][CH2:36][CH2:35][CH2:34][CH2:33]2)[CH:31]=1)[C:5]([NH:7][C:8]1[C:17]2[C:12](=[CH:13][CH:14]=[CH:15][CH:16]=2)[C:11]([O:18][C:19]2[CH:24]=[CH:23][N:22]=[C:21](S(C)(=O)=O)[N:20]=2)=[CH:10][CH:9]=1)=[O:6].[O:38]1[CH2:42][CH2:41][O:40][CH:39]1[CH2:43][NH:44][CH3:45]. (5) Given the product [O:1]([CH:8]([CH2:14][C:15]1[CH:20]=[CH:19][C:18]([O:21][CH2:22][CH2:23][NH:24][C:25](=[O:38])[C:26]2[CH:27]=[CH:28][C:29]([C:32]3[CH:37]=[CH:36][CH:35]=[CH:34][N:33]=3)=[CH:30][CH:31]=2)=[CH:17][CH:16]=1)[C:9]([OH:11])=[O:10])[C:2]1[CH:7]=[CH:6][CH:5]=[CH:4][CH:3]=1, predict the reactants needed to synthesize it. The reactants are: [O:1]([CH:8]([CH2:14][C:15]1[CH:20]=[CH:19][C:18]([O:21][CH2:22][CH2:23][NH:24][C:25](=[O:38])[C:26]2[CH:31]=[CH:30][C:29]([C:32]3[CH:37]=[CH:36][CH:35]=[CH:34][N:33]=3)=[CH:28][CH:27]=2)=[CH:17][CH:16]=1)[C:9]([O:11]CC)=[O:10])[C:2]1[CH:7]=[CH:6][CH:5]=[CH:4][CH:3]=1.[OH-].[K+]. (6) The reactants are: [Cl:1][C:2]1[C:10]2[N:9]=[C:8]3[N:11]([C:15]4[CH:20]=[CH:19][C:18]([O:21][CH3:22])=[CH:17][C:16]=4[Cl:23])[CH2:12][CH2:13][CH2:14][N:7]3[C:6]=2[C:5]([CH:24]([OH:27])[CH2:25][CH3:26])=[CH:4][CH:3]=1.[C:28](OC(=O)C)(=[O:30])[CH3:29]. Given the product [C:28]([O:27][CH:24]([C:5]1[C:6]2[N:7]3[CH2:14][CH2:13][CH2:12][N:11]([C:15]4[CH:20]=[CH:19][C:18]([O:21][CH3:22])=[CH:17][C:16]=4[Cl:23])[C:8]3=[N:9][C:10]=2[C:2]([Cl:1])=[CH:3][CH:4]=1)[CH2:25][CH3:26])(=[O:30])[CH3:29], predict the reactants needed to synthesize it. (7) Given the product [CH:1]1([CH2:6][CH:7]([C:19]2[CH:24]=[CH:23][C:22]([C:25]([OH:28])([CH3:26])[CH3:27])=[CH:21][CH:20]=2)[C:8]2[NH:18][C:11]3=[N:12][CH:13]=[C:14]([O:16][CH3:17])[CH:15]=[C:10]3[CH:9]=2)[CH2:2][CH2:3][CH2:4][CH2:5]1, predict the reactants needed to synthesize it. The reactants are: [CH:1]1([CH:6]=[C:7]([C:19]2[CH:24]=[CH:23][C:22]([C:25]([OH:28])([CH3:27])[CH3:26])=[CH:21][CH:20]=2)[C:8]2[NH:18][C:11]3=[N:12][CH:13]=[C:14]([O:16][CH3:17])[CH:15]=[C:10]3[CH:9]=2)[CH2:5][CH2:4][CH2:3][CH2:2]1.